Dataset: Full USPTO retrosynthesis dataset with 1.9M reactions from patents (1976-2016). Task: Predict the reactants needed to synthesize the given product. Given the product [F:19][C:16]1[CH:17]=[CH:18][C:13]([N:12]2[CH:8]([C:7]3[CH:10]=[CH:11][C:4]([CH:1]([CH3:3])[CH3:2])=[CH:5][CH:6]=3)[C:25]([C:26](=[O:34])[C:27]3[CH:32]=[CH:31][C:30]([CH3:33])=[CH:29][CH:28]=3)=[C:24]([OH:35])[C:23]2=[O:22])=[N:14][CH:15]=1, predict the reactants needed to synthesize it. The reactants are: [CH:1]([C:4]1[CH:11]=[CH:10][C:7]([CH:8]=O)=[CH:6][CH:5]=1)([CH3:3])[CH3:2].[NH2:12][C:13]1[CH:18]=[CH:17][C:16]([F:19])=[CH:15][N:14]=1.C([O:22][C:23](=O)[C:24]([OH:35])=[CH:25][C:26](=[O:34])[C:27]1[CH:32]=[CH:31][C:30]([CH3:33])=[CH:29][CH:28]=1)C.